From a dataset of Reaction yield outcomes from USPTO patents with 853,638 reactions. Predict the reaction yield, written as a fraction of the theoretical maximum amount of product (1.0 means a 100% yield; for example, 0.34 means a 34% yield). (1) The reactants are C([O:8][C:9]1[CH:10]=[CH:11][C:12]2[O:16][C:15]([C:17](=[O:21])[CH:18]([CH3:20])[CH3:19])=[C:14]([CH3:22])[C:13]=2[CH:23]=1)C1C=CC=CC=1. The catalyst is C(O)C. The product is [OH:8][C:9]1[CH:10]=[CH:11][C:12]2[O:16][C:15]([C:17](=[O:21])[CH:18]([CH3:19])[CH3:20])=[C:14]([CH3:22])[C:13]=2[CH:23]=1. The yield is 1.00. (2) The yield is 0.450. The catalyst is O1CCCC1. The reactants are [O:1]=[C:2]1[NH:6][C:5](=[O:7])[C:4](=[CH:8][C:9]2[CH:14]=[CH:13][C:12]([C:15]3[CH:20]=[CH:19][CH:18]=[C:17]([CH2:21][N:22]([CH3:33])[C:23](=[O:32])[CH2:24][CH2:25][C:26]4[CH:31]=[CH:30][CH:29]=[CH:28][CH:27]=4)[CH:16]=3)=[CH:11][CH:10]=2)[S:3]1. The product is [O:1]=[C:2]1[NH:6][C:5](=[O:7])[CH:4]([CH2:8][C:9]2[CH:14]=[CH:13][C:12]([C:15]3[CH:20]=[CH:19][CH:18]=[C:17]([CH2:21][N:22]([CH3:33])[C:23](=[O:32])[CH2:24][CH2:25][C:26]4[CH:27]=[CH:28][CH:29]=[CH:30][CH:31]=4)[CH:16]=3)=[CH:11][CH:10]=2)[S:3]1. (3) The reactants are [H-].[Na+].[O:3]1[CH2:8][CH2:7][NH:6][C:5]2[CH:9]=[CH:10][CH:11]=[CH:12][C:4]1=2.I[CH3:14]. The catalyst is O1CCCC1. The product is [CH3:14][N:6]1[CH2:7][CH2:8][O:3][C:4]2[CH:12]=[CH:11][CH:10]=[CH:9][C:5]1=2. The yield is 0.500. (4) The reactants are [O:1]=[C:2]1[CH2:10][C:9]2[C:4](=[CH:5][C:6]([C:11]#[N:12])=[CH:7][CH:8]=2)[NH:3]1.[Cl:13][C:14]1[N:19]=[CH:18][C:17]([S:20]([N:23]2[CH2:28][CH2:27][N:26]([CH2:29][CH2:30][N:31]([CH3:33])[CH3:32])[CH2:25][CH2:24]2)(=[O:22])=[O:21])=[CH:16][CH:15]=1. No catalyst specified. The product is [ClH:13].[CH3:32][N:31]([CH3:33])[CH2:30][CH2:29][N:26]1[CH2:27][CH2:28][N:23]([S:20]([C:17]2[CH:16]=[CH:15][C:14]([C:10]3[C:9]4[C:4](=[CH:5][C:6]([C:11]#[N:12])=[CH:7][CH:8]=4)[NH:3][C:2]=3[OH:1])=[N:19][CH:18]=2)(=[O:21])=[O:22])[CH2:24][CH2:25]1. The yield is 0.0800.